Dataset: Reaction yield outcomes from USPTO patents with 853,638 reactions. Task: Predict the reaction yield, written as a fraction of the theoretical maximum amount of product (1.0 means a 100% yield; for example, 0.34 means a 34% yield). (1) The reactants are [Cl:1][C:2]1[CH:7]=[CH:6][C:5]([CH:8]2[CH2:13][CH:12]([S:14]([C:17]3[CH:22]=[CH:21][CH:20]=[C:19]([C:23]([F:26])([F:25])[F:24])[CH:18]=3)(=[O:16])=[O:15])[CH2:11][CH2:10][O:9]2)=[C:4]([CH3:27])[CH:3]=1.[CH3:28]C([O-])(C)C.[K+].CI. The catalyst is C1COCC1.CCOC(C)=O. The product is [Cl:1][C:2]1[CH:7]=[CH:6][C:5]([CH:8]2[CH2:13][C:12]([CH3:28])([S:14]([C:17]3[CH:22]=[CH:21][CH:20]=[C:19]([C:23]([F:25])([F:24])[F:26])[CH:18]=3)(=[O:16])=[O:15])[CH2:11][CH2:10][O:9]2)=[C:4]([CH3:27])[CH:3]=1. The yield is 0.480. (2) The reactants are [CH3:1][C:2]1[O:6][N:5]=[C:4]([C:7]2[CH:12]=[CH:11][CH:10]=[CH:9][CH:8]=2)[C:3]=1[CH2:13][O:14][C:15]1[N:20]=[CH:19][C:18]([NH2:21])=[CH:17][CH:16]=1.[CH:22]1([C:25](Cl)=[O:26])[CH2:24][CH2:23]1.C(OC(C)C)(C)C. No catalyst specified. The product is [CH3:1][C:2]1[O:6][N:5]=[C:4]([C:7]2[CH:12]=[CH:11][CH:10]=[CH:9][CH:8]=2)[C:3]=1[CH2:13][O:14][C:15]1[N:20]=[CH:19][C:18]([NH:21][C:25]([CH:22]2[CH2:24][CH2:23]2)=[O:26])=[CH:17][CH:16]=1. The yield is 0.710. (3) The reactants are Br[CH2:2][C:3]1[CH:10]=[CH:9][C:6]([CH:7]=[O:8])=[CH:5][C:4]=1[Cl:11].[C:12]1(=[O:22])[NH:16][C:15](=[O:17])[C:14]2=[CH:18][CH:19]=[CH:20][CH:21]=[C:13]12.[K]. The catalyst is CN(C=O)C.O. The product is [Cl:11][C:4]1[CH:5]=[C:6]([CH:9]=[CH:10][C:3]=1[CH2:2][N:16]1[C:12](=[O:22])[C:13]2[C:14](=[CH:18][CH:19]=[CH:20][CH:21]=2)[C:15]1=[O:17])[CH:7]=[O:8]. The yield is 0.600. (4) The reactants are [C:1]([C:5]1[CH:10]=[C:9]([C:11]([F:14])([F:13])[F:12])[C:8]([N+:15]([O-])=O)=[CH:7][C:6]=1[O:18]CC1C=CC=CC=1)([CH3:4])([CH3:3])[CH3:2].C([O-])=O.[NH4+]. The catalyst is CCO.[Pd]. The product is [NH2:15][C:8]1[C:9]([C:11]([F:12])([F:13])[F:14])=[CH:10][C:5]([C:1]([CH3:2])([CH3:3])[CH3:4])=[C:6]([OH:18])[CH:7]=1. The yield is 0.520. (5) The reactants are [CH3:1][O:2][C:3]([C:5]1([C:8]2[CH:13]=[C:12]([I:14])[C:11]([OH:15])=[C:10]([I:16])[CH:9]=2)[CH2:7][CH2:6]1)=[O:4].Cl[CH2:18][C:19]([CH3:21])=[CH2:20].C([O-])([O-])=O.[K+].[K+]. The catalyst is CC(C)=O.[Na+].[I-]. The product is [CH3:1][O:2][C:3]([C:5]1([C:8]2[CH:9]=[C:10]([I:16])[C:11]([O:15][CH2:20][C:19]([CH3:21])=[CH2:18])=[C:12]([I:14])[CH:13]=2)[CH2:7][CH2:6]1)=[O:4]. The yield is 0.970. (6) The reactants are Cl[CH2:2][CH2:3][CH2:4][CH2:5][CH2:6][CH2:7][CH2:8][CH2:9][OH:10].[CH2:11](CN)[C:12]1[CH:17]=[CH:16][CH:15]=[CH:14][CH:13]=1.C(=O)([O-])[O-].[Na+].[Na+].[I-].[Na+].[C:28](#[N:30])C. The catalyst is CC(OC)(C)C. The product is [CH2:11]([N:30]([CH2:2][CH2:3][CH2:4][CH2:5][CH2:6][CH2:7][CH2:8][CH2:9][OH:10])[CH3:28])[C:12]1[CH:13]=[CH:14][CH:15]=[CH:16][CH:17]=1. The yield is 0.960. (7) The reactants are [F:1][C:2]1[CH:7]=[CH:6][C:5]([CH2:8][CH:9]([CH:16]([C:21]([O:23][CH3:24])=[O:22])[C:17]([O:19][CH3:20])=[O:18])[C:10]2[CH:15]=[CH:14][CH:13]=[CH:12][CH:11]=2)=[C:4]([N+:25]([O-])=O)[CH:3]=1.[Cl-].[NH4+]. The catalyst is CO.[Zn]. The product is [NH2:25][C:4]1[CH:3]=[C:2]([F:1])[CH:7]=[CH:6][C:5]=1[CH2:8][CH:9]([CH:16]([C:21]([O:23][CH3:24])=[O:22])[C:17]([O:19][CH3:20])=[O:18])[C:10]1[CH:15]=[CH:14][CH:13]=[CH:12][CH:11]=1. The yield is 0.900.